From a dataset of Full USPTO retrosynthesis dataset with 1.9M reactions from patents (1976-2016). Predict the reactants needed to synthesize the given product. The reactants are: O=[C:2]1[CH2:7][CH2:6][N:5]([C:8]2[CH:21]=[CH:20][C:11]([CH2:12][CH:13]3[S:17][C:16](=[O:18])[NH:15][C:14]3=[O:19])=[CH:10][CH:9]=2)[CH2:4][CH2:3]1.[NH2:22][CH2:23][C@H:24]([OH:34])[CH2:25][O:26][C:27]1[CH:32]=[CH:31][C:30]([OH:33])=[CH:29][CH:28]=1. Given the product [OH:34][C@H:24]([CH2:25][O:26][C:27]1[CH:32]=[CH:31][C:30]([OH:33])=[CH:29][CH:28]=1)[CH2:23][NH:22][CH:2]1[CH2:7][CH2:6][N:5]([C:8]2[CH:21]=[CH:20][C:11]([CH2:12][CH:13]3[S:17][C:16](=[O:18])[NH:15][C:14]3=[O:19])=[CH:10][CH:9]=2)[CH2:4][CH2:3]1, predict the reactants needed to synthesize it.